From a dataset of Full USPTO retrosynthesis dataset with 1.9M reactions from patents (1976-2016). Predict the reactants needed to synthesize the given product. (1) Given the product [CH3:29][C:26]1[O:25][C:24]([CH2:23][CH2:22][C@@:13]2([C:16]3[CH:21]=[CH:20][CH:19]=[CH:18][CH:17]=3)[O:12][C:11](=[O:30])[N:10]([C@H:8]([C:5]3[CH:6]=[CH:7][C:2]([B:34]4[O:35][C:36]([CH3:38])([CH3:37])[C:32]([CH3:48])([CH3:31])[O:33]4)=[CH:3][CH:4]=3)[CH3:9])[CH2:15][CH2:14]2)=[N:28][N:27]=1, predict the reactants needed to synthesize it. The reactants are: Br[C:2]1[CH:7]=[CH:6][C:5]([C@@H:8]([N:10]2[CH2:15][CH2:14][C@:13]([CH2:22][CH2:23][C:24]3[O:25][C:26]([CH3:29])=[N:27][N:28]=3)([C:16]3[CH:21]=[CH:20][CH:19]=[CH:18][CH:17]=3)[O:12][C:11]2=[O:30])[CH3:9])=[CH:4][CH:3]=1.[CH3:31][C:32]1([CH3:48])[C:36]([CH3:38])([CH3:37])[O:35][B:34]([B:34]2[O:35][C:36]([CH3:38])([CH3:37])[C:32]([CH3:48])([CH3:31])[O:33]2)[O:33]1.CC([O-])=O.[K+]. (2) The reactants are: CC([O-])(C)C.[K+].CCO[CH2:10][CH3:11].[F:12][C:13]1[CH:18]=[CH:17][C:16]([N:19]2[C:23]3=[N:24][C:25]4[CH2:26][CH2:27][CH2:28]C(=O)[C:30]=4[CH:31]=[C:22]3[CH:21]=[N:20]2)=[CH:15][CH:14]=1.O1CCOCC1. Given the product [F:12][C:13]1[CH:14]=[CH:15][C:16]([N:19]2[C:23]3=[N:24][C:25]4[CH2:26][CH2:27][CH2:28][C:10](=[CH2:11])[C:30]=4[CH:31]=[C:22]3[CH:21]=[N:20]2)=[CH:17][CH:18]=1, predict the reactants needed to synthesize it. (3) Given the product [C:30]([C:27]([C:23]1[CH:22]=[C:21]([CH:26]=[CH:25][CH:24]=1)[C:20]([NH:19][C:16]1[CH:17]=[CH:18][C:13]([C:11]#[N:12])=[C:14]([O:33][C:2]2[CH:7]=[CH:6][C:5]([N+:8]([O-:10])=[O:9])=[CH:4][N:3]=2)[CH:15]=1)=[O:32])([CH3:29])[CH3:28])#[N:31], predict the reactants needed to synthesize it. The reactants are: Cl[C:2]1[CH:7]=[CH:6][C:5]([N+:8]([O-:10])=[O:9])=[CH:4][N:3]=1.[C:11]([C:13]1[CH:18]=[CH:17][C:16]([NH:19][C:20](=[O:32])[C:21]2[CH:26]=[CH:25][CH:24]=[C:23]([C:27]([C:30]#[N:31])([CH3:29])[CH3:28])[CH:22]=2)=[CH:15][C:14]=1[OH:33])#[N:12].C(=O)([O-])[O-].[K+].[K+]. (4) Given the product [CH3:8][C:5]1[N:4]=[C:3]([CH2:2][C:9]#[N:10])[O:7][N:6]=1, predict the reactants needed to synthesize it. The reactants are: Cl[CH2:2][C:3]1[O:7][N:6]=[C:5]([CH3:8])[N:4]=1.[C-:9]#[N:10].[K+]. (5) Given the product [C:1]([O:5][C:6]([N:8]1[C:16]2[C:11](=[CH:12][CH:13]=[CH:14][N:15]=2)[C:10]([CH2:17][Cl:39])=[CH:9]1)=[O:7])([CH3:4])([CH3:3])[CH3:2], predict the reactants needed to synthesize it. The reactants are: [C:1]([O:5][C:6]([N:8]1[C:16]2[C:11](=[CH:12][CH:13]=[CH:14][N:15]=2)[C:10]([CH2:17]O)=[CH:9]1)=[O:7])([CH3:4])([CH3:3])[CH3:2].C1(P(C2C=CC=CC=2)C2C=CC=CC=2)C=CC=CC=1.C(Cl)(Cl)(Cl)[Cl:39]. (6) Given the product [F:16][C:13]([F:14])([F:15])[CH2:12][O:11][C:10]1[C:5]([C:3]([OH:4])=[O:2])=[N:6][CH:7]=[CH:8][CH:9]=1, predict the reactants needed to synthesize it. The reactants are: C[O:2][C:3]([C:5]1[C:10]([O:11][CH2:12][C:13]([F:16])([F:15])[F:14])=[CH:9][CH:8]=[CH:7][N:6]=1)=[O:4].[OH-].[Li+]. (7) Given the product [CH2:1]([O:8][C:9]([C:11]1[C:19]2[C:14](=[CH:15][CH:16]=[C:17]([O:20][CH2:21][CH2:22][N:28]([CH2:29][CH2:30][CH3:31])[CH2:25][CH2:26][CH3:27])[CH:18]=2)[NH:13][C:12]=1[CH3:24])=[O:10])[C:2]1[CH:7]=[CH:6][CH:5]=[CH:4][CH:3]=1, predict the reactants needed to synthesize it. The reactants are: [CH2:1]([O:8][C:9]([C:11]1[C:19]2[C:14](=[CH:15][CH:16]=[C:17]([O:20][CH2:21][CH2:22]Cl)[CH:18]=2)[NH:13][C:12]=1[CH3:24])=[O:10])[C:2]1[CH:7]=[CH:6][CH:5]=[CH:4][CH:3]=1.[CH2:25]([NH:28][CH2:29][CH2:30][CH3:31])[CH2:26][CH3:27].